Predict the reactants needed to synthesize the given product. From a dataset of Full USPTO retrosynthesis dataset with 1.9M reactions from patents (1976-2016). (1) The reactants are: [OH:1][C:2]1[CH:9]=[CH:8][C:5]([CH:6]=[O:7])=[CH:4][C:3]=1[CH3:10].Br[CH2:12][CH2:13][O:14][CH3:15]. Given the product [CH3:15][O:14][CH2:13][CH2:12][O:1][C:2]1[CH:9]=[CH:8][C:5]([CH:6]=[O:7])=[CH:4][C:3]=1[CH3:10], predict the reactants needed to synthesize it. (2) The reactants are: [Si:1]([O:8][C:9]1[CH:10]=[C:11]([OH:15])[CH:12]=[CH:13][CH:14]=1)([C:4]([CH3:7])([CH3:6])[CH3:5])([CH3:3])[CH3:2].N1C2C(=CC=CC=2O)C=CC=1.P([O-])([O-])([O-])=O.[K+].[K+].[K+].[NH2:35][C:36]1[C:47](Br)=[CH:46][C:39]2[N:40]([CH3:45])[C:41](=[O:44])[N:42]([CH3:43])[C:38]=2[CH:37]=1. Given the product [NH2:35][C:36]1[C:47]([O:15][C:11]2[CH:12]=[CH:13][CH:14]=[C:9]([O:8][Si:1]([C:4]([CH3:7])([CH3:6])[CH3:5])([CH3:3])[CH3:2])[CH:10]=2)=[CH:46][C:39]2[N:40]([CH3:45])[C:41](=[O:44])[N:42]([CH3:43])[C:38]=2[CH:37]=1, predict the reactants needed to synthesize it. (3) Given the product [Cl:29][C:30]1[C:35]([O:36][CH3:37])=[CH:34][CH:33]=[C:32]([Cl:38])[C:31]=1[N:39]([CH3:20])[C:7](=[O:8])[C:6]1[CH:10]=[C:11]([F:14])[CH:12]=[N:13][C:5]=1[O:4][C:3]1[CH:15]=[C:16]([Cl:19])[CH:17]=[CH:18][C:2]=1[Cl:1], predict the reactants needed to synthesize it. The reactants are: [Cl:1][C:2]1[CH:18]=[CH:17][C:16]([Cl:19])=[CH:15][C:3]=1[O:4][C:5]1[N:13]=[CH:12][C:11]([F:14])=[CH:10][C:6]=1[C:7](Cl)=[O:8].[CH2:20](N(C(C)C)C(C)C)C.[Cl:29][C:30]1[C:35]([O:36][CH3:37])=[CH:34][CH:33]=[C:32]([Cl:38])[C:31]=1[NH2:39].[H-].[Na+].IC. (4) Given the product [F:1][C:2]1[CH:3]=[CH:4][C:5]([C:8](=[O:12])[CH2:9][C:10](=[NH:11])[NH:20][C:16]2[CH:17]=[CH:18][CH:19]=[C:14]([CH3:13])[CH:15]=2)=[CH:6][CH:7]=1, predict the reactants needed to synthesize it. The reactants are: [F:1][C:2]1[CH:7]=[CH:6][C:5]([C:8](=[O:12])[CH2:9][C:10]#[N:11])=[CH:4][CH:3]=1.[CH3:13][C:14]1[CH:15]=[C:16]([NH2:20])[CH:17]=[CH:18][CH:19]=1. (5) Given the product [CH3:1][C:2]1[C:7]([CH3:8])=[C:6]([O:9][C:10]([CH3:12])=[O:11])[C:5]([CH3:13])=[C:4]2[CH2:14][CH2:15][C@:16]([CH2:19][CH2:20][CH2:21][C@@H:22]([CH2:24][CH2:25][CH2:26][C@@H:27]([CH2:29][CH2:30][CH2:31][CH:32]([CH3:34])[CH3:33])[CH3:28])[CH3:23])([CH3:18])[O:17][C:3]=12.[CH2:43]([C:42]1[CH:36]([CH3:35])[C:37]([CH2:46][C:47]([O-:49])=[O:48])([C:39]([CH3:45])=[C:40]([CH3:71])[C:41]=1[OH:44])[OH:38])/[CH:50]=[C:51](/[CH2:53][CH2:54][CH2:55][C@@H:56]([CH2:58][CH2:59][CH2:60][C@@H:61]([CH2:63][CH2:64][CH2:65][CH:66]([CH3:68])[CH3:67])[CH3:62])[CH3:57])\[CH3:52], predict the reactants needed to synthesize it. The reactants are: [CH3:1][C:2]1[C:7]([CH3:8])=[C:6]([O:9][C:10]([CH3:12])=[O:11])[C:5]([CH3:13])=[C:4]2[CH2:14][CH2:15][C@:16]([CH2:19][CH2:20][CH2:21][C@@H:22]([CH2:24][CH2:25][CH2:26][C@@H:27]([CH2:29][CH2:30][CH2:31][CH:32]([CH3:34])[CH3:33])[CH3:28])[CH3:23])([CH3:18])[O:17][C:3]=12.[CH3:35][CH:36]1[C:42]([CH3:43])=[C:41]([OH:44])[CH:40]=[C:39]([CH3:45])[C:37]1([CH2:46][C:47]([O-:49])=[O:48])[OH:38].[CH3:50][CH:51]([CH2:53][CH2:54][CH2:55][C@H:56]([CH2:58][CH2:59][CH2:60][C@H:61]([CH2:63][CH2:64][CH2:65]/[C:66](=[CH:68]/CO)/[CH3:67])[CH3:62])[CH3:57])[CH3:52].[CH3:71]C(CCCC(CCCC(CCCC(O)(C=C)C)C)C)C. (6) Given the product [CH:1]1[C:9]2[C:8]3[CH2:10][CH2:11][CH2:12][CH2:13][CH2:14][CH2:15][C:7]=3[O:6][C:5]=2[CH:4]=[CH:3][C:2]=1[NH:16][C:18](=[O:25])[C:19]1[CH:24]=[CH:23][N:22]=[CH:21][CH:20]=1, predict the reactants needed to synthesize it. The reactants are: [CH:1]1[C:9]2[C:8]3[CH2:10][CH2:11][CH2:12][CH2:13][CH2:14][CH2:15][C:7]=3[O:6][C:5]=2[CH:4]=[CH:3][C:2]=1[NH2:16].Cl.[C:18](Cl)(=[O:25])[C:19]1[CH:24]=[CH:23][N:22]=[CH:21][CH:20]=1. (7) Given the product [CH3:1][S:2]([C:5]1[CH:6]=[C:7]([CH:12]=[CH:13][CH:14]=1)[C:8]([NH:15][NH2:16])=[O:9])(=[O:4])=[O:3], predict the reactants needed to synthesize it. The reactants are: [CH3:1][S:2]([C:5]1[CH:6]=[C:7]([CH:12]=[CH:13][CH:14]=1)[C:8](OC)=[O:9])(=[O:4])=[O:3].[NH2:15][NH2:16]. (8) Given the product [CH3:20][O:19][C:7]1[CH:8]=[C:9]2[C:14](=[CH:15][C:6]=1[O:5][CH2:4][CH2:3][CH2:2][N:33]1[CH2:38][CH2:37][O:36][CH2:35][CH2:34]1)[N:13]=[CH:12][CH:11]=[C:10]2[C:16]1[CH:17]=[CH:28][NH:24][N:31]=1, predict the reactants needed to synthesize it. The reactants are: Cl[CH2:2][CH2:3][CH2:4][O:5][C:6]1[CH:15]=[C:14]2[C:9]([C:10]([C:16](=O)[CH3:17])=[CH:11][CH:12]=[N:13]2)=[CH:8][C:7]=1[O:19][CH3:20].C([N:24]([CH2:28]C)C(C)C)(C)C.O.[NH2:31]N.[NH:33]1[CH2:38][CH2:37][O:36][CH2:35][CH2:34]1.